This data is from Peptide-MHC class II binding affinity with 134,281 pairs from IEDB. The task is: Regression. Given a peptide amino acid sequence and an MHC pseudo amino acid sequence, predict their binding affinity value. This is MHC class II binding data. (1) The peptide sequence is FFQMTNTNPDQKCIT. The MHC is DRB1_0401 with pseudo-sequence DRB1_0401. The binding affinity (normalized) is 0.467. (2) The peptide sequence is DEHIILYLVNFDKDR. The MHC is DRB3_0101 with pseudo-sequence DRB3_0101. The binding affinity (normalized) is 0.343. (3) The peptide sequence is DHGGACGYKDVDKPP. The MHC is DRB4_0101 with pseudo-sequence DRB4_0103. The binding affinity (normalized) is 0.113. (4) The peptide sequence is TWTSIPTLAAQFPFN. The MHC is DRB1_0701 with pseudo-sequence DRB1_0701. The binding affinity (normalized) is 0.486.